This data is from Peptide-MHC class II binding affinity with 134,281 pairs from IEDB. The task is: Regression. Given a peptide amino acid sequence and an MHC pseudo amino acid sequence, predict their binding affinity value. This is MHC class II binding data. The peptide sequence is FLQRSVSTVCSRISRHHHHHH. The MHC is DRB5_0101 with pseudo-sequence DRB5_0101. The binding affinity (normalized) is 0.606.